From a dataset of Forward reaction prediction with 1.9M reactions from USPTO patents (1976-2016). Predict the product of the given reaction. Given the reactants [O:1]1[CH2:6][CH2:5][CH2:4][CH2:3][CH:2]1[N:7]1[CH:11]=[C:10]([C:12]2[CH:13]=[C:14]3[C:18](=[CH:19][CH:20]=2)[N:17]([CH2:21][CH:22]2[CH2:28][CH2:27][CH2:26][N:25](C(OCC4C=CC=CC=4)=O)[CH2:24][CH2:23]2)[CH:16]=[CH:15]3)[CH:9]=[N:8]1.[H][H].CO.ClCCl, predict the reaction product. The product is: [NH:25]1[CH2:26][CH2:27][CH2:28][CH:22]([CH2:21][N:17]2[C:18]3[C:14](=[CH:13][C:12]([C:10]4[CH:9]=[N:8][N:7]([CH:2]5[CH2:3][CH2:4][CH2:5][CH2:6][O:1]5)[CH:11]=4)=[CH:20][CH:19]=3)[CH:15]=[CH:16]2)[CH2:23][CH2:24]1.